Dataset: Forward reaction prediction with 1.9M reactions from USPTO patents (1976-2016). Task: Predict the product of the given reaction. (1) Given the reactants [S-:1][C:2]#[N:3].[K+].[NH2:5][C:6]1[CH:32]=[CH:31][C:9]([O:10][C:11]2[CH:12]=[C:13]([NH:17][C:18](=[O:30])[C:19]3[CH:24]=[CH:23][CH:22]=[C:21]([C:25]([C:28]#[N:29])([CH3:27])[CH3:26])[CH:20]=3)[CH:14]=[CH:15][CH:16]=2)=[C:8]([C:33]#[N:34])[CH:7]=1.BrBr, predict the reaction product. The product is: [NH2:3][C:2]1[S:1][C:7]2[C:8]([C:33]#[N:34])=[C:9]([O:10][C:11]3[CH:12]=[C:13]([NH:17][C:18](=[O:30])[C:19]4[CH:24]=[CH:23][CH:22]=[C:21]([C:25]([C:28]#[N:29])([CH3:27])[CH3:26])[CH:20]=4)[CH:14]=[CH:15][CH:16]=3)[CH:31]=[CH:32][C:6]=2[N:5]=1. (2) Given the reactants [C:1]([O:5][C:6]([N:8]1[CH2:13][CH2:12][N:11]([C:14]([O:16][C:17]([CH3:20])([CH3:19])[CH3:18])=[O:15])[CH2:10][CH:9]1[CH2:21][CH2:22][OH:23])=[O:7])([CH3:4])([CH3:3])[CH3:2].[C:24]1(P([C:24]2[CH:29]=[CH:28][CH:27]=[CH:26][CH:25]=2)[C:24]2[CH:29]=[CH:28][CH:27]=[CH:26][CH:25]=2)[CH:29]=[CH:28][CH:27]=[CH:26][CH:25]=1.C1(O)C=CC=CC=1.N(C(OCC)=O)=NC(OCC)=O, predict the reaction product. The product is: [C:1]([O:5][C:6]([N:8]1[CH2:13][CH2:12][N:11]([C:14]([O:16][C:17]([CH3:20])([CH3:19])[CH3:18])=[O:15])[CH2:10][CH:9]1[CH2:21][CH2:22][O:23][C:24]1[CH:29]=[CH:28][CH:27]=[CH:26][CH:25]=1)=[O:7])([CH3:4])([CH3:3])[CH3:2]. (3) Given the reactants BrC1C=CC=CC=1OC.C(C1C=CC(NS(C2C=C(C=CC=2)C(O)=O)(=O)=O)=C(C(OC)=O)C=1)CCC.[CH2:37]([C:41]1[CH:42]=[CH:43][C:44]([NH:51][S:52]([C:55]2[CH:60]=[CH:59][CH:58]=[C:57]([C:61]([N:63]3[CH2:68][CH2:67][N:66]([C:69]4[CH:74]=[CH:73][CH:72]=[CH:71][C:70]=4[O:75][CH3:76])[CH2:65][CH2:64]3)=[O:62])[CH:56]=2)(=[O:54])=[O:53])=[C:45]([CH:50]=1)[C:46]([O:48][CH3:49])=[O:47])[CH2:38][CH2:39][CH3:40], predict the reaction product. The product is: [CH2:37]([C:41]1[CH:42]=[CH:43][C:44]([NH:51][S:52]([C:55]2[CH:60]=[CH:59][CH:58]=[C:57]([C:61]([N:63]3[CH2:64][CH2:65][N:66]([C:69]4[CH:74]=[CH:73][CH:72]=[CH:71][C:70]=4[O:75][CH3:76])[CH2:67][CH2:68]3)=[O:62])[CH:56]=2)(=[O:54])=[O:53])=[C:45]([CH:50]=1)[C:46]([O:48][CH3:49])=[O:47])[CH2:38][CH2:39][CH3:40].[CH2:37]([C:41]1[CH:42]=[CH:43][C:44]([NH:51][S:52]([C:55]2[CH:60]=[CH:59][CH:58]=[C:57]([C:61]([N:63]3[CH2:64][CH2:65][N:66]([C:69]4[CH:74]=[CH:73][CH:72]=[CH:71][C:70]=4[O:75][CH3:76])[CH2:67][CH2:68]3)=[O:62])[CH:56]=2)(=[O:54])=[O:53])=[C:45]([CH:50]=1)[C:46]([OH:48])=[O:47])[CH2:38][CH2:39][CH3:40]. (4) Given the reactants [Cl:1][C:2]1[C:3]2[C:10]([I:11])=[CH:9][N:8]([CH:12]3[CH2:16]C=CC3)[C:4]=2[N:5]=[CH:6][N:7]=1.O.C[N+]1([O-])CC[O:22]CC1.[C:26]([OH:30])([CH3:29])(C)[CH3:27], predict the reaction product. The product is: [Cl:1][C:2]1[C:3]2[C:10]([I:11])=[CH:9][N:8]([CH:12]3[CH2:16][C@@H:27]([OH:22])[C@@H:26]([OH:30])[CH2:29]3)[C:4]=2[N:5]=[CH:6][N:7]=1. (5) The product is: [CH3:26][C:21]1[CH:20]=[CH:19][C:18]2[C:23](=[CH:24][CH:25]=[C:16]3[O:15][CH2:14][C@H:13]([CH2:12][N:34]4[CH2:33][CH2:32][N:31]([C:35]5[CH:44]=[CH:43][C:42]6[C:37](=[CH:38][CH:39]=[CH:40][CH:41]=6)[N:36]=5)[CH2:30][C@H:29]4[CH3:28])[O:27][C:17]3=2)[N:22]=1. Given the reactants BrC1C=CC(S(O[CH2:12][C@@H:13]2[O:27][C:17]3=[C:18]4[C:23](=[CH:24][CH:25]=[C:16]3[O:15][CH2:14]2)[N:22]=[C:21]([CH3:26])[CH:20]=[CH:19]4)(=O)=O)=CC=1.[CH3:28][C@H:29]1[NH:34][CH2:33][CH2:32][N:31]([C:35]2[CH:44]=[CH:43][C:42]3[C:37](=[CH:38][CH:39]=[CH:40][CH:41]=3)[N:36]=2)[CH2:30]1, predict the reaction product. (6) Given the reactants [CH3:1][CH:2]([CH3:35])[C@H:3]([NH:11][C:12]([C@@H:14]1[CH2:19][CH2:18][CH2:17][C@H:16]([O:20][CH2:21][C:22]2[N:23]=[C:24]([C:28]3[CH:33]=[CH:32][C:31]([CH3:34])=[CH:30][CH:29]=3)[O:25][C:26]=2[CH3:27])[CH2:15]1)=[O:13])[C:4]([O:6]C(C)(C)C)=[O:5].FC(F)(F)C(O)=O, predict the reaction product. The product is: [CH3:1][CH:2]([CH3:35])[C@H:3]([NH:11][C:12]([C@@H:14]1[CH2:19][CH2:18][CH2:17][C@H:16]([O:20][CH2:21][C:22]2[N:23]=[C:24]([C:28]3[CH:29]=[CH:30][C:31]([CH3:34])=[CH:32][CH:33]=3)[O:25][C:26]=2[CH3:27])[CH2:15]1)=[O:13])[C:4]([OH:6])=[O:5]. (7) Given the reactants CC1C=C(N[C:10]2[N:15]=[C:14]([N:16]3[CH:20]=[C:19]([CH2:21]O)C(C)=N3)C(F)=[CH:12][N:11]=2)C=C(C)C=1.[N:25]1([CH2:31][CH2:32][OH:33])[CH2:30][CH2:29][NH:28][CH2:27][CH2:26]1.[BH-](O[C:44]([CH3:46])=O)(OC(C)=O)OC(C)=O.[Na+].[CH2:48](O)[CH3:49].[CH3:51][O:52][C:53]1[CH:54]=[C:55]([CH:57]=[C:58]([O:62][CH3:63])[C:59]=1[O:60][CH3:61])[NH2:56].[C:64](=O)([O-])[O-].[K+].[K+], predict the reaction product. The product is: [CH3:21][C:19]1[C:44]([CH2:46][N:28]2[CH2:29][CH2:30][N:25]([CH2:31][CH2:32][OH:33])[CH2:26][CH2:27]2)=[CH:64][N:16]([C:14]2[C:48]([CH3:49])=[CH:12][N:11]=[C:10]([NH:56][C:55]3[CH:57]=[C:58]([O:62][CH3:63])[C:59]([O:60][CH3:61])=[C:53]([O:52][CH3:51])[CH:54]=3)[N:15]=2)[CH:20]=1. (8) Given the reactants [Cl:1][C:2]1[N:18]=[CH:17][C:5]2[C:6]3[N:7]([CH:11]=[C:12]([C:14]([NH2:16])=O)[N:13]=3)[CH2:8][CH2:9][O:10][C:4]=2[CH:3]=1.COC(OC)N(C)C.[C:27]1([CH3:33])C=CC=C[CH:28]=1.Cl.[CH:35]([NH:38][NH2:39])(C)C.C(O)(=O)C, predict the reaction product. The product is: [Cl:1][C:2]1[N:18]=[CH:17][C:5]2[C:6]3[N:7]([CH:11]=[C:12]([C:14]4[N:39]([CH:27]([CH3:33])[CH3:28])[N:38]=[CH:35][N:16]=4)[N:13]=3)[CH2:8][CH2:9][O:10][C:4]=2[CH:3]=1.